Dataset: Catalyst prediction with 721,799 reactions and 888 catalyst types from USPTO. Task: Predict which catalyst facilitates the given reaction. (1) Reactant: [CH2:1]([O:5][CH2:6][CH2:7][O:8][C:9]1[CH:14]=[CH:13][C:12]([C:15]2[CH:16]=[CH:17][C:18]3[N:24]([CH2:25][CH:26]([CH3:28])[CH3:27])[CH2:23][CH2:22][C:21]([C:29]([NH:31][C:32]4[CH:37]=[CH:36][C:35]([S:38][CH2:39][C:40]5[N:41]([CH2:45][CH:46]6[CH2:48][CH2:47]6)[CH:42]=[CH:43][N:44]=5)=[CH:34][CH:33]=4)=[O:30])=[CH:20][C:19]=3[CH:49]=2)=[CH:11][CH:10]=1)[CH2:2][CH2:3][CH3:4].ClC1C=CC=C(C(OO)=[O:58])C=1.S([O-])([O-])(=O)=S.[Na+].[Na+]. Product: [CH2:1]([O:5][CH2:6][CH2:7][O:8][C:9]1[CH:10]=[CH:11][C:12]([C:15]2[CH:16]=[CH:17][C:18]3[N:24]([CH2:25][CH:26]([CH3:27])[CH3:28])[CH2:23][CH2:22][C:21]([C:29]([NH:31][C:32]4[CH:33]=[CH:34][C:35]([S:38]([CH2:39][C:40]5[N:41]([CH2:45][CH:46]6[CH2:48][CH2:47]6)[CH:42]=[CH:43][N:44]=5)=[O:58])=[CH:36][CH:37]=4)=[O:30])=[CH:20][C:19]=3[CH:49]=2)=[CH:13][CH:14]=1)[CH2:2][CH2:3][CH3:4]. The catalyst class is: 4. (2) Reactant: [CH3:1][C:2]1([CH3:31])[C:10]2[C:5](=[CH:6][C:7]([N+:22]([O-])=O)=[C:8]([NH:11][C:12](=O)[CH2:13][CH2:14][C:15]3[CH:20]=[CH:19][CH:18]=[CH:17][CH:16]=3)[CH:9]=2)[N:4]([CH2:25][C:26]#[C:27][CH2:28][CH3:29])[C:3]1=[O:30].Cl[Sn]Cl.O. Product: [CH3:1][C:2]1([CH3:31])[C:10]2[CH:9]=[C:8]3[NH:11][C:12]([CH2:13][CH2:14][C:15]4[CH:20]=[CH:19][CH:18]=[CH:17][CH:16]=4)=[N:22][C:7]3=[CH:6][C:5]=2[N:4]([CH2:25][C:26]#[C:27][CH2:28][CH3:29])[C:3]1=[O:30]. The catalyst class is: 295. (3) Reactant: [CH3:1][O:2][C:3]1[CH:4]=[C:5]([CH:10]=[C:11]([N+:13]([O-])=O)[CH:12]=1)[C:6]([O:8][CH3:9])=[O:7].C([O-])=O.[NH4+]. Product: [CH3:1][O:2][C:3]1[CH:4]=[C:5]([CH:10]=[C:11]([NH2:13])[CH:12]=1)[C:6]([O:8][CH3:9])=[O:7]. The catalyst class is: 19.